From a dataset of Full USPTO retrosynthesis dataset with 1.9M reactions from patents (1976-2016). Predict the reactants needed to synthesize the given product. (1) Given the product [OH:36][C@@H:37]([CH3:41])[C:38]([N:33]1[CH2:34][CH2:35][C@@H:31]([O:30][C:25]2[CH:24]=[CH:23][C:22]([C:19]3[N:18]=[CH:17][N:16]=[C:15]4[C:20]=3[N:21]=[C:13]([C:10]3[CH:9]=[CH:8][C:7]([N:4]5[CH2:5][CH2:6][O:1][CH2:2][CH2:3]5)=[CH:12][CH:11]=3)[NH:14]4)=[CH:29][C:26]=2[C:27]#[N:28])[CH2:32]1)=[O:39], predict the reactants needed to synthesize it. The reactants are: [O:1]1[CH2:6][CH2:5][N:4]([C:7]2[CH:12]=[CH:11][C:10]([C:13]3[NH:14][C:15]4[C:20]([N:21]=3)=[C:19]([C:22]3[CH:23]=[CH:24][C:25]([O:30][C@@H:31]5[CH2:35][CH2:34][NH:33][CH2:32]5)=[C:26]([CH:29]=3)[C:27]#[N:28])[N:18]=[CH:17][N:16]=4)=[CH:9][CH:8]=2)[CH2:3][CH2:2]1.[OH:36][C@@H:37]([CH3:41])[C:38](O)=[O:39].CCN(C(C)C)C(C)C.CN(C(ON1N=NC2C=CC=NC1=2)=[N+](C)C)C.F[P-](F)(F)(F)(F)F. (2) Given the product [CH3:9][O:10][C:11](=[O:24])[CH2:12][N:13]([C:14]1[C:23]2[C:18](=[CH:19][CH:20]=[CH:21][CH:22]=2)[CH:17]=[CH:16][CH:15]=1)[C:27](=[O:28])[C:26]([F:37])([F:36])[F:25], predict the reactants needed to synthesize it. The reactants are: C(N(CC)CC)C.Cl.[CH3:9][O:10][C:11](=[O:24])[CH2:12][NH:13][C:14]1[C:23]2[C:18](=[CH:19][CH:20]=[CH:21][CH:22]=2)[CH:17]=[CH:16][CH:15]=1.[F:25][C:26]([F:37])([F:36])[C:27](O[C:27](=[O:28])[C:26]([F:37])([F:36])[F:25])=[O:28].Cl.